The task is: Predict the product of the given reaction.. This data is from Forward reaction prediction with 1.9M reactions from USPTO patents (1976-2016). (1) Given the reactants [BH4-].[Li+].[C:3]([O:7][C:8]([NH:10][CH:11]([C:14]1[CH:24]=[CH:23][C:17]([C:18](OCC)=[O:19])=[CH:16][CH:15]=1)[CH2:12][F:13])=[O:9])([CH3:6])([CH3:5])[CH3:4].Cl.C(=O)(O)[O-].[Na+], predict the reaction product. The product is: [F:13][CH2:12][CH:11]([NH:10][C:8](=[O:9])[O:7][C:3]([CH3:5])([CH3:4])[CH3:6])[C:14]1[CH:15]=[CH:16][C:17]([CH2:18][OH:19])=[CH:23][CH:24]=1. (2) Given the reactants Br[C:2]1[N:7]=[C:6]([C:8]([O:10][CH3:11])=[O:9])[CH:5]=[CH:4][CH:3]=1.[CH2:12]([O:19][C:20]1[C:21]([F:30])=[C:22](B(O)O)[C:23]([F:26])=[CH:24][CH:25]=1)[C:13]1[CH:18]=[CH:17][CH:16]=[CH:15][CH:14]=1, predict the reaction product. The product is: [CH2:12]([O:19][C:20]1[C:21]([F:30])=[C:22]([C:2]2[N:7]=[C:6]([C:8]([O:10][CH3:11])=[O:9])[CH:5]=[CH:4][CH:3]=2)[C:23]([F:26])=[CH:24][CH:25]=1)[C:13]1[CH:14]=[CH:15][CH:16]=[CH:17][CH:18]=1.